This data is from Catalyst prediction with 721,799 reactions and 888 catalyst types from USPTO. The task is: Predict which catalyst facilitates the given reaction. (1) Reactant: [Cl:1][C:2]1[CH:7]=[C:6]([Cl:8])[CH:5]=[CH:4][C:3]=1[C@H:9]([NH:11][C:12]1[CH:19]=[C:18]([N:20]2[CH2:25][CH2:24][NH:23][CH2:22][CH2:21]2)[CH:17]=[CH:16][C:13]=1[C:14]#[N:15])[CH3:10].C(OC([N:33]1[CH2:38][CH2:37][CH2:36][CH2:35][C@@H:34]1[C:39](O)=[O:40])=O)(C)(C)C.CN(C(ON1N=NC2C=CC=NC1=2)=[N+](C)C)C.F[P-](F)(F)(F)(F)F.CCN(C(C)C)C(C)C. Product: [Cl:1][C:2]1[CH:7]=[C:6]([Cl:8])[CH:5]=[CH:4][C:3]=1[C@H:9]([NH:11][C:12]1[CH:19]=[C:18]([N:20]2[CH2:25][CH2:24][N:23]([C:39]([C@H:34]3[CH2:35][CH2:36][CH2:37][CH2:38][NH:33]3)=[O:40])[CH2:22][CH2:21]2)[CH:17]=[CH:16][C:13]=1[C:14]#[N:15])[CH3:10]. The catalyst class is: 60. (2) Reactant: [OH:1][C:2]1[C:3](=[O:17])[NH:4][C:5](=[O:16])[N:6]([CH2:8][CH2:9][C:10]2[CH:15]=CC=C[CH:11]=2)[N:7]=1. Product: [OH:1][C:2]1[C:3](=[O:17])[NH:4][C:5](=[O:16])[N:6]([CH2:8][CH2:9][CH:10]([CH3:11])[CH3:15])[N:7]=1. The catalyst class is: 5.